This data is from Reaction yield outcomes from USPTO patents with 853,638 reactions. The task is: Predict the reaction yield, written as a fraction of the theoretical maximum amount of product (1.0 means a 100% yield; for example, 0.34 means a 34% yield). (1) The reactants are Br[CH2:2][C:3]1[NH:8][C:7]([C:9]2[N:10]=[CH:11][S:12][C:13]=2[Cl:14])=[N:6][CH:5]([C:15]2[CH:20]=[CH:19][C:18]([Cl:21])=[CH:17][C:16]=2[Cl:22])[C:4]=1[C:23]([O:25][CH2:26][CH3:27])=[O:24].[NH:28]1[CH2:33][CH2:32][O:31][CH2:30][CH:29]1[C:34]([OH:36])=[O:35]. No catalyst specified. The product is [Cl:14][C:13]1[S:12][CH:11]=[N:10][C:9]=1[C:7]1[NH:8][C:3]([CH2:2][N:28]2[CH2:33][CH2:32][O:31][CH2:30][CH:29]2[C:34]([OH:36])=[O:35])=[C:4]([C:23]([O:25][CH2:26][CH3:27])=[O:24])[CH:5]([C:15]2[CH:20]=[CH:19][C:18]([Cl:21])=[CH:17][C:16]=2[Cl:22])[N:6]=1. The yield is 0.340. (2) The reactants are C([O:3][P:4]([C:9]([C:36]#[N:37])([CH3:35])[CH2:10][C:11]([CH3:34])=[CH:12][CH2:13][C:14]1[C:15]([O:27]CC[Si](C)(C)C)=[C:16]2[C:20](=[C:21]([CH3:25])[C:22]=1[O:23][CH3:24])[CH2:19][O:18][C:17]2=[O:26])(=[O:8])[O:5]CC)C.C[Si](Br)(C)C.N1C(C)=CC=CC=1C. The catalyst is CN(C=O)C.C(Cl)Cl. The product is [C:36]([C:9]([P:4](=[O:3])([OH:5])[OH:8])([CH3:35])[CH2:10][C:11]([CH3:34])=[CH:12][CH2:13][C:14]1[C:15]([OH:27])=[C:16]2[C:20](=[C:21]([CH3:25])[C:22]=1[O:23][CH3:24])[CH2:19][O:18][C:17]2=[O:26])#[N:37]. The yield is 0.330. (3) The reactants are [Cl:1][C:2]1[CH:7]=[CH:6][C:5]([S:8]([N:11]2[CH:19]3[CH2:20][CH2:21][CH2:22][CH:12]2[C:13]2[CH:14]=[N:15][NH:16][C:17]=2[C:18]3=[O:23])(=[O:10])=[O:9])=[CH:4][CH:3]=1.[BH4-].[Na+]. The catalyst is CO.C1COCC1. The product is [Cl:1][C:2]1[CH:7]=[CH:6][C:5]([S:8]([N:11]2[CH:19]3[CH2:20][CH2:21][CH2:22][CH:12]2[C:13]2[CH:14]=[N:15][NH:16][C:17]=2[CH:18]3[OH:23])(=[O:10])=[O:9])=[CH:4][CH:3]=1. The yield is 0.760. (4) The reactants are [F:1][C:2]1[CH:9]=[CH:8][CH:7]=[CH:6][C:3]=1[CH:4]=O.[N:10]1([CH2:16][C:17]2[CH:18]=[N:19][CH:20]=[C:21]([CH:26]=2)[C:22]([O:24][CH3:25])=[O:23])[CH2:15][CH2:14][NH:13][CH2:12][CH2:11]1.C(O)(=O)C. The catalyst is C(Cl)Cl.C([O-])(O)=O.[Na+]. The product is [F:1][C:2]1[CH:9]=[CH:8][CH:7]=[CH:6][C:3]=1[CH2:4][N:13]1[CH2:14][CH2:15][N:10]([CH2:16][C:17]2[CH:18]=[N:19][CH:20]=[C:21]([CH:26]=2)[C:22]([O:24][CH3:25])=[O:23])[CH2:11][CH2:12]1. The yield is 0.643.